From a dataset of Catalyst prediction with 721,799 reactions and 888 catalyst types from USPTO. Predict which catalyst facilitates the given reaction. (1) Reactant: [CH:1]([C:4]1[CH:9]=[CH:8][C:7]([C:10]2[CH:15]=[CH:14][N:13]=[C:12]([C:16]3[CH:17]=[C:18]([CH:24]=[CH:25][CH:26]=3)[C:19]([O:21]CC)=[O:20])[CH:11]=2)=[CH:6][CH:5]=1)([CH3:3])[CH3:2].O.[OH-].[Li+]. Product: [CH:1]([C:4]1[CH:5]=[CH:6][C:7]([C:10]2[CH:15]=[CH:14][N:13]=[C:12]([C:16]3[CH:17]=[C:18]([CH:24]=[CH:25][CH:26]=3)[C:19]([OH:21])=[O:20])[CH:11]=2)=[CH:8][CH:9]=1)([CH3:3])[CH3:2]. The catalyst class is: 24. (2) Reactant: [C:1]([CH2:3][C:4]([O:6][CH3:7])=[O:5])#[N:2].[H-].[Na+].[C:10]([O:20][CH3:21])(=[O:19])[CH:11]=[CH:12][C:13]1[CH:18]=[CH:17][CH:16]=[CH:15][CH:14]=1.Cl. Product: [C:1]([CH:3]([CH:12]([C:13]1[CH:18]=[CH:17][CH:16]=[CH:15][CH:14]=1)[CH2:11][C:10]([O:20][CH3:21])=[O:19])[C:4]([O:6][CH3:7])=[O:5])#[N:2]. The catalyst class is: 224. (3) Reactant: [CH:1]1([CH2:4][O:5][C:6]2[CH:25]=[CH:24][C:9]3[N:10]=[C:11]([C@H:13]4[CH2:18][CH2:17][C@H:16]([O:19][CH2:20][C:21](=[O:23])[CH3:22])[CH2:15][CH2:14]4)[O:12][C:8]=3[CH:7]=2)[CH2:3][CH2:2]1.[BH4-].[Na+]. Product: [CH:1]1([CH2:4][O:5][C:6]2[CH:25]=[CH:24][C:9]3[N:10]=[C:11]([C@H:13]4[CH2:18][CH2:17][C@H:16]([O:19][CH2:20][CH:21]([OH:23])[CH3:22])[CH2:15][CH2:14]4)[O:12][C:8]=3[CH:7]=2)[CH2:3][CH2:2]1. The catalyst class is: 8. (4) Reactant: [SH2:1].O=[C:3]1[CH2:8][CH2:7][CH2:6][CH2:5][CH:4]1[C:9]([O:11][CH2:12][CH3:13])=[O:10]. Product: [SH:1][C:3]1[CH2:8][CH2:7][CH2:6][CH2:5][C:4]=1[C:9]([O:11][CH2:12][CH3:13])=[O:10]. The catalyst class is: 8. (5) Reactant: [C:1]1([CH3:28])[CH:6]=[CH:5][CH:4]=[C:3]([S:7]([N:10]2[CH2:19][CH2:18][CH2:17][C:16]3[N:15]=[CH:14][C:13]([NH:20]C(=O)OC(C)(C)C)=[CH:12][C:11]2=3)(=[O:9])=[O:8])[CH:2]=1.FC(F)(F)C(O)=O. Product: [C:1]1([CH3:28])[CH:6]=[CH:5][CH:4]=[C:3]([S:7]([N:10]2[CH2:19][CH2:18][CH2:17][C:16]3[N:15]=[CH:14][C:13]([NH2:20])=[CH:12][C:11]2=3)(=[O:9])=[O:8])[CH:2]=1. The catalyst class is: 4. (6) Reactant: [C:1]([O:5][C:6]([NH:8][C:9]([N:18]1[CH:22]=[CH:21][CH:20]=N1)=[N:10][C:11]([O:13][C:14]([CH3:17])([CH3:16])[CH3:15])=[O:12])=[O:7])([CH3:4])([CH3:3])[CH3:2].[CH:23]1([CH2:29][O:30][C:31]2[CH:32]=C(CN)C=[CH:35][CH:36]=2)[CH2:28][CH2:27][CH2:26][CH2:25][CH2:24]1. Product: [C:1]([O:5][C:6]([NH:8]/[C:9](=[N:10]\[C:11](=[O:12])[O:13][C:14]([CH3:17])([CH3:15])[CH3:16])/[NH:18][CH2:22][C:21]1[CH:20]=[CH:35][CH:36]=[C:31]([O:30][CH2:29][CH:23]2[CH2:28][CH2:27][CH2:26][CH2:25][CH2:24]2)[CH:32]=1)=[O:7])([CH3:2])([CH3:3])[CH3:4]. The catalyst class is: 10. (7) Reactant: CS[C:3]1[N:12]=[C:11]([OH:13])[C:10]2[CH2:9][CH2:8][CH2:7][CH2:6][C:5]=2[N:4]=1.C(O)(=[O:16])C. Product: [N:4]1[C:5]2[CH2:6][CH2:7][CH2:8][CH2:9][C:10]=2[C:11]([OH:13])=[N:12][C:3]=1[OH:16]. The catalyst class is: 6.